From a dataset of Reaction yield outcomes from USPTO patents with 853,638 reactions. Predict the reaction yield, written as a fraction of the theoretical maximum amount of product (1.0 means a 100% yield; for example, 0.34 means a 34% yield). (1) The reactants are [CH3:1][CH:2]([CH2:19][CH3:20])[C:3]([N:5]1[CH2:10][CH2:9][CH:8]([NH:11]C(=O)OC(C)(C)C)[CH2:7][CH2:6]1)=[O:4]. The catalyst is Cl.CO. The product is [NH2:11][CH:8]1[CH2:9][CH2:10][N:5]([C:3](=[O:4])[CH:2]([CH3:1])[CH2:19][CH3:20])[CH2:6][CH2:7]1. The yield is 0.860. (2) The reactants are [Cl:1][C:2]1[CH:7]=[CH:6][C:5]([NH:8][C:9]([C:11]2[CH:26]=[CH:25][C:14]([CH2:15][NH:16][C:17]([C@H:19]3[CH2:24][O:23][CH2:22][CH2:21][NH:20]3)=[O:18])=[C:13]([F:27])[C:12]=2[F:28])=[O:10])=[C:4]([N:29]2[CH2:34][CH2:33][N:32]([CH2:35][CH2:36][C:37]([F:40])([F:39])[F:38])[CH2:31][CH2:30]2)[CH:3]=1.Br[CH2:42][CH2:43][OH:44].CCN(C(C)C)C(C)C.O. The yield is 0.558. The catalyst is CS(C)=O. The product is [Cl:1][C:2]1[CH:7]=[CH:6][C:5]([NH:8][C:9]([C:11]2[CH:26]=[CH:25][C:14]([CH2:15][NH:16][C:17]([C@H:19]3[CH2:24][O:23][CH2:22][CH2:21][N:20]3[CH2:42][CH2:43][OH:44])=[O:18])=[C:13]([F:27])[C:12]=2[F:28])=[O:10])=[C:4]([N:29]2[CH2:34][CH2:33][N:32]([CH2:35][CH2:36][C:37]([F:39])([F:38])[F:40])[CH2:31][CH2:30]2)[CH:3]=1. (3) The reactants are Br[CH:2]([C:8]1[CH:13]=[CH:12][CH:11]=[CH:10][CH:9]=1)[C:3]([O:5][CH2:6][CH3:7])=[O:4].C([O-])([O-])=O.[Na+].[Na+].[O:20]=[S:21]1(=[O:46])[C:27]2[CH:28]=[C:29]([OH:33])[C:30]([Br:32])=[CH:31][C:26]=2[N:25]([C:34]2[CH:39]=[CH:38][CH:37]=[CH:36][CH:35]=2)[CH2:24][C:23]([CH2:42][CH2:43][CH2:44][CH3:45])([CH2:40][CH3:41])[CH2:22]1. The catalyst is [Br-].C([N+](CCCC)(CCCC)CCCC)CCC.CC#N. The product is [O:46]=[S:21]1(=[O:20])[C:27]2[CH:28]=[C:29]([O:33][CH:2]([C:8]3[CH:13]=[CH:12][CH:11]=[CH:10][CH:9]=3)[C:3]([O:5][CH2:6][CH3:7])=[O:4])[C:30]([Br:32])=[CH:31][C:26]=2[N:25]([C:34]2[CH:39]=[CH:38][CH:37]=[CH:36][CH:35]=2)[CH2:24][C:23]([CH2:42][CH2:43][CH2:44][CH3:45])([CH2:40][CH3:41])[CH2:22]1. The yield is 0.940.